Task: Regression. Given two drug SMILES strings and cell line genomic features, predict the synergy score measuring deviation from expected non-interaction effect.. Dataset: Merck oncology drug combination screen with 23,052 pairs across 39 cell lines (1) Drug 1: CC1CC2C3CCC4=CC(=O)C=CC4(C)C3(F)C(O)CC2(C)C1(O)C(=O)CO. Drug 2: COC1=C2CC(C)CC(OC)C(O)C(C)C=C(C)C(OC(N)=O)C(OC)C=CC=C(C)C(=O)NC(=CC1=O)C2=O. Cell line: EFM192B. Synergy scores: synergy=-10.5. (2) Drug 1: COC12C(COC(N)=O)C3=C(C(=O)C(C)=C(N)C3=O)N1CC1NC12. Synergy scores: synergy=30.8. Cell line: HT29. Drug 2: Cn1c(=O)n(-c2ccc(C(C)(C)C#N)cc2)c2c3cc(-c4cnc5ccccc5c4)ccc3ncc21. (3) Drug 1: CS(=O)(=O)CCNCc1ccc(-c2ccc3ncnc(Nc4ccc(OCc5cccc(F)c5)c(Cl)c4)c3c2)o1. Drug 2: Cc1nc(Nc2ncc(C(=O)Nc3c(C)cccc3Cl)s2)cc(N2CCN(CCO)CC2)n1. Cell line: ES2. Synergy scores: synergy=-1.37. (4) Drug 1: CCN(CC)CCNC(=O)c1c(C)[nH]c(C=C2C(=O)Nc3ccc(F)cc32)c1C. Drug 2: O=C(NOCC(O)CO)c1ccc(F)c(F)c1Nc1ccc(I)cc1F. Cell line: T47D. Synergy scores: synergy=22.5. (5) Drug 1: CS(=O)(=O)CCNCc1ccc(-c2ccc3ncnc(Nc4ccc(OCc5cccc(F)c5)c(Cl)c4)c3c2)o1. Drug 2: NC1(c2ccc(-c3nc4ccn5c(=O)[nH]nc5c4cc3-c3ccccc3)cc2)CCC1. Cell line: A427. Synergy scores: synergy=-25.9. (6) Drug 1: O=C(CCCCCCC(=O)Nc1ccccc1)NO. Drug 2: CC(C)CC(NC(=O)C(Cc1ccccc1)NC(=O)c1cnccn1)B(O)O. Cell line: SKOV3. Synergy scores: synergy=30.9. (7) Drug 1: CC1(c2nc3c(C(N)=O)cccc3[nH]2)CCCN1. Drug 2: COC1=C2CC(C)CC(OC)C(O)C(C)C=C(C)C(OC(N)=O)C(OC)C=CC=C(C)C(=O)NC(=CC1=O)C2=O. Cell line: HT29. Synergy scores: synergy=-4.78.